From a dataset of Full USPTO retrosynthesis dataset with 1.9M reactions from patents (1976-2016). Predict the reactants needed to synthesize the given product. Given the product [C:1]([O:5][C:6]1[CH:7]=[CH:8][C:9]([O:12][C:15](=[O:16])[N:14]([CH3:13])[C:18]2[CH:23]=[CH:22][CH:21]=[CH:20][CH:19]=2)=[CH:10][CH:11]=1)([CH3:4])([CH3:2])[CH3:3], predict the reactants needed to synthesize it. The reactants are: [C:1]([O:5][C:6]1[CH:11]=[CH:10][C:9]([OH:12])=[CH:8][CH:7]=1)([CH3:4])([CH3:3])[CH3:2].[CH3:13][N:14]([C:18]1[CH:23]=[CH:22][CH:21]=[CH:20][CH:19]=1)[C:15](Cl)=[O:16].